From a dataset of Full USPTO retrosynthesis dataset with 1.9M reactions from patents (1976-2016). Predict the reactants needed to synthesize the given product. (1) Given the product [ClH:14].[Cl:24][C:25]1[CH:30]=[CH:29][C:28]([N:31]2[C:9](=[O:11])[C:3]3[N:4]=[CH:5][N:6]([CH2:7][CH3:8])[C:2]=3[NH:1][C:32]2=[S:33])=[CH:27][CH:26]=1, predict the reactants needed to synthesize it. The reactants are: [NH2:1][C:2]1[N:6]([CH2:7][CH3:8])[CH:5]=[N:4][C:3]=1[C:9]([O:11]CC)=O.[Cl:14]C1C=CC(N=C=S)=CC=1.[Cl:24][C:25]1[CH:30]=[CH:29][C:28]([NH:31][C:32](NC2C=CC(Cl)=CC=2)=[S:33])=[CH:27][CH:26]=1.NC(N)=S.C(N1C=C(C([O-])=O)N=C1)C. (2) Given the product [NH2:29][C:12]1[N:11]=[C:10]([O:9][CH2:5][CH2:6][CH2:7][CH3:8])[N:18]=[C:17]2[C:13]=1[NH:14][C:15](=[O:27])[N:16]2[CH2:19][CH2:20][CH:21]1[CH2:26][CH2:25][N:24]([CH2:2][CH2:3][CH3:4])[CH2:23][CH2:22]1, predict the reactants needed to synthesize it. The reactants are: I[CH2:2][CH2:3][CH3:4].[CH2:5]([O:9][C:10]1[N:18]=[C:17]2[C:13]([N:14]=[C:15]([O:27]C)[N:16]2[CH2:19][CH2:20][CH:21]2[CH2:26][CH2:25][NH:24][CH2:23][CH2:22]2)=[C:12]([NH2:29])[N:11]=1)[CH2:6][CH2:7][CH3:8].CCN(C(C)C)C(C)C.CS(C)=O. (3) Given the product [C:12]([C:9]1[CH:8]=[C:7]([S:16][C:17]([S:20][C:21]2[CH:22]=[C:23]([C:32]([CH3:35])([CH3:34])[CH3:33])[C:24]([O:31][CH2:45][CH2:44][CH:42]3[CH:41]([CH2:47][CH2:48][OH:49])[O:40][CH:39]([O:38][CH2:36][CH3:37])[O:43]3)=[C:25]([C:27]([CH3:30])([CH3:29])[CH3:28])[CH:26]=2)([CH3:18])[CH3:19])[CH:6]=[C:5]([C:2]([CH3:1])([CH3:3])[CH3:4])[C:10]=1[OH:11])([CH3:13])([CH3:14])[CH3:15], predict the reactants needed to synthesize it. The reactants are: [CH3:1][C:2]([C:5]1[CH:6]=[C:7]([S:16][C:17]([S:20][C:21]2[CH:26]=[C:25]([C:27]([CH3:30])([CH3:29])[CH3:28])[C:24]([OH:31])=[C:23]([C:32]([CH3:35])([CH3:34])[CH3:33])[CH:22]=2)([CH3:19])[CH3:18])[CH:8]=[C:9]([C:12]([CH3:15])([CH3:14])[CH3:13])[C:10]=1[OH:11])([CH3:4])[CH3:3].[CH2:36]([O:38][CH:39]1[O:43][CH:42]([CH2:44][CH2:45]O)[CH:41]([CH2:47][CH2:48][OH:49])[O:40]1)[CH3:37].C1(P(C2C=CC=CC=2)C2C=CC=CC=2)C=CC=CC=1.N(C(OCC)=O)=NC(OCC)=O. (4) The reactants are: F[C:2]1[C:10]([F:11])=[C:9]([F:12])[CH:8]=[CH:7][C:3]=1[C:4]([OH:6])=[O:5].[Br:13][C:14]1[CH:20]=[CH:19][C:17]([NH2:18])=[C:16]([Cl:21])[CH:15]=1.[NH2-].[Li+].Cl. Given the product [Br:13][C:14]1[CH:20]=[CH:19][C:17]([NH:18][C:2]2[C:10]([F:11])=[C:9]([F:12])[CH:8]=[CH:7][C:3]=2[C:4]([OH:6])=[O:5])=[C:16]([Cl:21])[CH:15]=1, predict the reactants needed to synthesize it. (5) Given the product [CH2:1]([N:4]([C@@H:5]([C:12]1[CH:17]=[CH:16][CH:15]=[CH:14][CH:13]=1)[CH2:6][N:7]1[CH2:11][CH2:10][CH2:9][CH2:8]1)[C:33](=[O:34])[CH:32]([C:28]1[CH:29]=[CH:30][CH:31]=[C:26]([S:23]([N:18]2[CH2:22][CH2:21][CH2:20][CH2:19]2)(=[O:25])=[O:24])[CH:27]=1)[CH2:36][CH:37]=[CH2:38])[CH:2]=[CH2:3], predict the reactants needed to synthesize it. The reactants are: [CH2:1]([NH:4][C@@H:5]([C:12]1[CH:17]=[CH:16][CH:15]=[CH:14][CH:13]=1)[CH2:6][N:7]1[CH2:11][CH2:10][CH2:9][CH2:8]1)[CH:2]=[CH2:3].[N:18]1([S:23]([C:26]2[CH:27]=[C:28]([CH:32]([CH2:36][CH:37]=[CH2:38])[C:33](O)=[O:34])[CH:29]=[CH:30][CH:31]=2)(=[O:25])=[O:24])[CH2:22][CH2:21][CH2:20][CH2:19]1.[I-].ClC1C=CC=C[N+]=1C.C(N(CC)CC)C. (6) Given the product [ClH:40].[CH:25]([C:28]1[CH:33]=[CH:32][CH:31]=[C:30]([CH:34]([CH3:35])[CH3:36])[C:29]=1[NH:37][C:38](=[O:39])[N:10]([C:7]1[CH:6]=[CH:5][C:4]([CH:1]([CH3:3])[CH3:2])=[CH:9][CH:8]=1)[CH2:11][C:12]1[CH:13]=[N:14][N:15]([CH2:17][C:18]2[CH:23]=[C:22]([CH3:24])[CH:21]=[CH:20][N:19]=2)[CH:16]=1)([CH3:26])[CH3:27], predict the reactants needed to synthesize it. The reactants are: [CH:1]([C:4]1[CH:9]=[CH:8][C:7]([NH:10][CH2:11][C:12]2[CH:13]=[N:14][N:15]([CH2:17][C:18]3[CH:23]=[C:22]([CH3:24])[CH:21]=[CH:20][N:19]=3)[CH:16]=2)=[CH:6][CH:5]=1)([CH3:3])[CH3:2].[CH:25]([C:28]1[CH:33]=[CH:32][CH:31]=[C:30]([CH:34]([CH3:36])[CH3:35])[C:29]=1[N:37]=[C:38]=[O:39])([CH3:27])[CH3:26].[ClH:40].Cl.C(OCC)(=O)C. (7) Given the product [C:8]([C:6]1[CH:5]=[C:4]([NH:12][S:13]([CH3:16])(=[O:15])=[O:14])[C:3]([O:17][CH3:18])=[C:2]([NH:1][C:30](=[O:31])[O:32][C:33]2[CH:38]=[CH:37][CH:36]=[CH:35][CH:34]=2)[CH:7]=1)([CH3:10])([CH3:11])[CH3:9], predict the reactants needed to synthesize it. The reactants are: [NH2:1][C:2]1[C:3]([O:17][CH3:18])=[C:4]([NH:12][S:13]([CH3:16])(=[O:15])=[O:14])[CH:5]=[C:6]([C:8]([CH3:11])([CH3:10])[CH3:9])[CH:7]=1.C([O-])(O)=O.[Na+].C1COCC1.Cl[C:30]([O:32][C:33]1[CH:38]=[CH:37][CH:36]=[CH:35][CH:34]=1)=[O:31].